From a dataset of Reaction yield outcomes from USPTO patents with 853,638 reactions. Predict the reaction yield, written as a fraction of the theoretical maximum amount of product (1.0 means a 100% yield; for example, 0.34 means a 34% yield). (1) The reactants are C(N(CC)CC)C.[NH:8]1[C:16]2[C:11](=[CH:12][CH:13]=[CH:14][CH:15]=2)[C:10](=[O:17])[C:9]1=[O:18].[S:19]1[CH:23]=[CH:22][C:21](B(O)O)=[CH:20]1. The catalyst is C(Cl)Cl.C([O-])(=O)C.[Cu+2].C([O-])(=O)C. The product is [S:19]1[CH:23]=[CH:22][C:21]([N:8]2[C:16]3[C:11](=[CH:12][CH:13]=[CH:14][CH:15]=3)[C:10](=[O:17])[C:9]2=[O:18])=[CH:20]1. The yield is 0.500. (2) The yield is 0.600. The product is [CH3:3][N:4]1[C:9](=[O:10])[CH:8]([C:26]([NH:25][C:19]2[CH:24]=[CH:23][CH:22]=[CH:21][CH:20]=2)=[O:27])[C:7]2[CH:11]=[C:12]([CH3:14])[S:13][C:6]=2[S:5]1(=[O:16])=[O:15]. The reactants are [H-].[Na+].[CH3:3][N:4]1[C:9](=[O:10])[CH2:8][C:7]2[CH:11]=[C:12]([CH3:14])[S:13][C:6]=2[S:5]1(=[O:16])=[O:15].[H][H].[C:19]1([N:25]=[C:26]=[O:27])[CH:24]=[CH:23][CH:22]=[CH:21][CH:20]=1. The catalyst is O1CCCC1.